This data is from Catalyst prediction with 721,799 reactions and 888 catalyst types from USPTO. The task is: Predict which catalyst facilitates the given reaction. (1) The catalyst class is: 10. Reactant: [CH2:1]([O:8][C:9](=[O:33])[C@@H:10]([NH:25][C:26]([O:28][C:29]([CH3:32])([CH3:31])[CH3:30])=[O:27])[CH2:11][CH2:12][C:13](=[O:24])[NH:14][C:15]1[CH:20]=[C:19]([CH3:21])[C:18]([CH3:22])=[CH:17][C:16]=1[NH2:23])[C:2]1[CH:7]=[CH:6][CH:5]=[CH:4][CH:3]=1.[CH:34](=O)[CH2:35][CH2:36][CH2:37][CH3:38].C(O[BH-](OC(=O)C)OC(=O)C)(=O)C.[Na+]. Product: [CH2:1]([O:8][C:9](=[O:33])[C@@H:10]([NH:25][C:26]([O:28][C:29]([CH3:30])([CH3:32])[CH3:31])=[O:27])[CH2:11][CH2:12][C:13](=[O:24])[NH:14][C:15]1[CH:20]=[C:19]([CH3:21])[C:18]([CH3:22])=[CH:17][C:16]=1[NH:23][CH2:34][CH2:35][CH2:36][CH2:37][CH3:38])[C:2]1[CH:7]=[CH:6][CH:5]=[CH:4][CH:3]=1. (2) Reactant: Br[C:2]1[CH:3]=[CH:4][C:5]([F:12])=[C:6]([O:8][CH:9]([CH3:11])[CH3:10])[CH:7]=1.[Mg].II.[C:16](OCC)(=[O:22])[C:17]([O:19][CH2:20][CH3:21])=[O:18].[Cl-].[NH4+]. Product: [F:12][C:5]1[CH:4]=[CH:3][C:2]([C:16](=[O:22])[C:17]([O:19][CH2:20][CH3:21])=[O:18])=[CH:7][C:6]=1[O:8][CH:9]([CH3:11])[CH3:10]. The catalyst class is: 1. (3) Reactant: Cl.C(O[C:5]([C:7]1[CH:8]=[C:9]2[C:13](=[CH:14][CH:15]=1)[NH:12][N:11]=[C:10]2[C:16]1[CH:25]=[CH:24][C:23]2[C:18](=[CH:19][CH:20]=[C:21]([O:26][CH2:27][CH2:28][N:29]3[CH2:34][CH2:33][CH2:32][CH2:31][CH2:30]3)[CH:22]=2)[CH:17]=1)=[NH:6])C.[N:35]1([CH2:41][C:42]([NH:44][NH2:45])=O)[CH2:40][CH2:39][O:38][CH2:37][CH2:36]1.C(N(CC)CC)C. Product: [N:35]1([CH2:41][C:42]2[NH:44][N:45]=[C:5]([C:7]3[CH:8]=[C:9]4[C:13](=[CH:14][CH:15]=3)[NH:12][N:11]=[C:10]4[C:16]3[CH:25]=[CH:24][C:23]4[C:18](=[CH:19][CH:20]=[C:21]([O:26][CH2:27][CH2:28][N:29]5[CH2:30][CH2:31][CH2:32][CH2:33][CH2:34]5)[CH:22]=4)[CH:17]=3)[N:6]=2)[CH2:40][CH2:39][O:38][CH2:37][CH2:36]1. The catalyst class is: 5. (4) Product: [F:38][C:37]([F:40])([F:39])[C:35]([OH:41])=[O:36].[CH2:19]([C:14]1[CH:15]=[CH:16][CH:17]=[CH:18][C:13]=1[N:12]1[C:8]([C:5]2[CH:4]=[CH:3][C:2]([O:36][CH3:35])=[CH:7][CH:6]=2)=[CH:9][C:10]([O:21][CH:22]2[CH2:27][CH2:26][NH:25][CH2:24][CH2:23]2)=[N:11]1)[CH3:20]. The catalyst class is: 2. Reactant: Cl[C:2]1[CH:7]=[CH:6][C:5]([C:8]2[N:12]([C:13]3[CH:18]=[CH:17][CH:16]=[CH:15][C:14]=3[CH2:19][CH3:20])[N:11]=[C:10]([O:21][CH:22]3[CH2:27][CH2:26][N:25](C(OC(C)(C)C)=O)[CH2:24][CH2:23]3)[CH:9]=2)=[CH:4][CH:3]=1.[C:35]([OH:41])([C:37]([F:40])([F:39])[F:38])=[O:36]. (5) Product: [F:1][C:2]1[C:10]([S:11]([CH3:14])(=[O:13])=[O:12])=[CH:9][C:8]([N+:15]([O-:17])=[O:16])=[C:4]([CH:3]=1)[C:5]([OH:7])=[O:6]. The catalyst class is: 82. Reactant: [F:1][C:2]1[CH:3]=[C:4]([CH:8]=[CH:9][C:10]=1[S:11]([CH3:14])(=[O:13])=[O:12])[C:5]([OH:7])=[O:6].[N+:15]([O-])([OH:17])=[O:16]. (6) Product: [Br:17][C:15]1[CH:16]=[C:11]2[CH2:10][CH2:9][C:8](=[O:38])[C:12]2=[N:13][CH:14]=1. The catalyst class is: 2. Reactant: C(=[C:8]1/[CH2:9][CH2:10][C:11]2[C:12]/1=[N:13][CH:14]=[C:15]([Br:17])[CH:16]=2)/C1C=CC=CC=1.C1(P(C2C=CC=CC=2)C2C=CC=CC=2)C=CC=CC=1.C[OH:38]. (7) Reactant: Br[C:2]1[CH:3]=[C:4]2[C:8](=[CH:9][CH:10]=1)[N:7]=[CH:6][C:5]12[CH2:13][CH2:12][CH2:11]1.[CH3:14][N:15]1[CH:19]=[C:18](B2OC(C)(C)C(C)(C)O2)[CH:17]=[N:16]1.C([O-])([O-])=O.[K+].[K+].O. Product: [CH3:14][N:15]1[CH:19]=[C:18]([C:2]2[CH:3]=[C:4]3[C:8](=[CH:9][CH:10]=2)[N:7]=[CH:6][C:5]23[CH2:13][CH2:12][CH2:11]2)[CH:17]=[N:16]1. The catalyst class is: 117. (8) Reactant: I[C:2]1[CH:7]=[CH:6][CH:5]=[CH:4][C:3]=1[CH:8]1[CH2:13][C:12](=[O:14])[CH:11]=[CH:10][N:9]1[S:15]([C:18]1[CH:23]=[CH:22][C:21]([C:24]([F:27])([F:26])[F:25])=[CH:20][CH:19]=1)(=[O:17])=[O:16].CC(N=NC(C#N)(C)C)(C#N)C.C([SnH](CCCC)CCCC)CCC. Product: [F:25][C:24]([F:27])([F:26])[C:21]1[CH:22]=[CH:23][C:18]([S:15]([N:9]2[CH:8]3[C:3]4[CH:4]=[CH:5][CH:6]=[CH:7][C:2]=4[CH:10]2[CH2:11][C:12](=[O:14])[CH2:13]3)(=[O:16])=[O:17])=[CH:19][CH:20]=1. The catalyst class is: 48.